The task is: Regression. Given two drug SMILES strings and cell line genomic features, predict the synergy score measuring deviation from expected non-interaction effect.. This data is from NCI-60 drug combinations with 297,098 pairs across 59 cell lines. (1) Drug 1: CC12CCC3C(C1CCC2=O)CC(=C)C4=CC(=O)C=CC34C. Drug 2: C1CC(C1)(C(=O)O)C(=O)O.[NH2-].[NH2-].[Pt+2]. Cell line: COLO 205. Synergy scores: CSS=65.0, Synergy_ZIP=-0.364, Synergy_Bliss=4.44, Synergy_Loewe=-2.74, Synergy_HSA=3.39. (2) Drug 1: CC12CCC(CC1=CCC3C2CCC4(C3CC=C4C5=CN=CC=C5)C)O. Drug 2: CCN(CC)CCNC(=O)C1=C(NC(=C1C)C=C2C3=C(C=CC(=C3)F)NC2=O)C. Cell line: SF-268. Synergy scores: CSS=6.58, Synergy_ZIP=2.44, Synergy_Bliss=8.49, Synergy_Loewe=1.85, Synergy_HSA=2.61. (3) Drug 1: C1=NC2=C(N1)C(=S)N=CN2. Drug 2: CC(C)CN1C=NC2=C1C3=CC=CC=C3N=C2N. Cell line: NCI-H226. Synergy scores: CSS=25.5, Synergy_ZIP=-11.0, Synergy_Bliss=-2.43, Synergy_Loewe=-1.37, Synergy_HSA=-0.667. (4) Drug 1: C1CCC(CC1)NC(=O)N(CCCl)N=O. Drug 2: C1CC(=O)NC(=O)C1N2C(=O)C3=CC=CC=C3C2=O. Cell line: SNB-19. Synergy scores: CSS=31.0, Synergy_ZIP=0.00829, Synergy_Bliss=0.658, Synergy_Loewe=0.622, Synergy_HSA=0.0378.